This data is from Reaction yield outcomes from USPTO patents with 853,638 reactions. The task is: Predict the reaction yield, written as a fraction of the theoretical maximum amount of product (1.0 means a 100% yield; for example, 0.34 means a 34% yield). (1) The product is [Cl:1][C:2]1[CH:3]=[C:4]([CH:22]=[CH:23][CH:24]=1)[C:5]([NH:7][C:8]12[CH2:15][CH:14]3[CH2:13][CH:12]([CH2:11][C:10]([CH2:18][OH:19])([CH2:16]3)[CH2:9]1)[CH2:17]2)=[O:6]. The reactants are [Cl:1][C:2]1[CH:3]=[C:4]([CH:22]=[CH:23][CH:24]=1)[C:5]([NH:7][C:8]12[CH2:17][CH:12]3[CH2:13][CH:14]([CH2:16][C:10]([C:18](OC)=[O:19])([CH2:11]3)[CH2:9]1)[CH2:15]2)=[O:6].[Li+].[BH4-].N#N. The yield is 0.990. The catalyst is C1COCC1. (2) The reactants are [CH2:1]([O:3][C:4]1[C:8]([CH2:9][CH2:10][CH2:11][OH:12])=[CH:7][N:6]([C:13]2[CH:18]=[CH:17][C:16]([C:19]([F:22])([F:21])[F:20])=[CH:15][N:14]=2)[N:5]=1)[CH3:2].[CH2:23]([O:30][C:31]1[CH:36]=[C:35](O)[CH:34]=[CH:33][C:32]=1[CH2:38][CH2:39][C:40]([O:42][CH2:43][CH3:44])=[O:41])[C:24]1[CH:29]=[CH:28][CH:27]=[CH:26][CH:25]=1.C(P(CCCC)CCCC)CCC.N(C(N1CCCCC1)=O)=NC(N1CCCCC1)=O. The yield is 0.550. The product is [CH2:23]([O:30][C:31]1[CH:36]=[C:35]([O:12][CH2:11][CH2:10][CH2:9][C:8]2[C:4]([O:3][CH2:1][CH3:2])=[N:5][N:6]([C:13]3[CH:18]=[CH:17][C:16]([C:19]([F:21])([F:20])[F:22])=[CH:15][N:14]=3)[CH:7]=2)[CH:34]=[CH:33][C:32]=1[CH2:38][CH2:39][C:40]([O:42][CH2:43][CH3:44])=[O:41])[C:24]1[CH:25]=[CH:26][CH:27]=[CH:28][CH:29]=1. The catalyst is O1CCCC1. (3) The yield is 0.0500. The reactants are [S:1]1[C:8]2[CH:7]=[C:6]([C:9]([OH:11])=[O:10])[NH:5][C:4]=2[CH:3]=[CH:2]1.CN(C=O)C.[Cl:17]N1C(=O)CCC1=O. The catalyst is CCOC(C)=O. The product is [Cl:17][C:7]1[C:8]2[S:1][CH:2]=[CH:3][C:4]=2[NH:5][C:6]=1[C:9]([OH:11])=[O:10]. (4) The reactants are [CH2:1]([N:3]1[CH2:8][CH2:7][N:6]2[N:9]=[C:10]([NH2:12])[CH:11]=[C:5]2[CH2:4]1)[CH3:2].Br[C:14]1[C:15](=[O:22])[N:16]([CH3:21])[CH:17]=[C:18]([Br:20])[CH:19]=1.C(=O)([O-])[O-].[Cs+].[Cs+].CC1(C)C2C(=C(P(C3C=CC=CC=3)C3C=CC=CC=3)C=CC=2)OC2C(P(C3C=CC=CC=3)C3C=CC=CC=3)=CC=CC1=2. The catalyst is O1CCOCC1.[Pd].[Pd].C(=CC(C=CC1C=CC=CC=1)=O)C1C=CC=CC=1.C(=CC(C=CC1C=CC=CC=1)=O)C1C=CC=CC=1.C(=CC(C=CC1C=CC=CC=1)=O)C1C=CC=CC=1.CO.C(OCC)C.C(OCC)(=O)C.O. The product is [Br:20][C:18]1[CH:19]=[C:14]([NH:12][C:10]2[CH:11]=[C:5]3[CH2:4][N:3]([CH2:1][CH3:2])[CH2:8][CH2:7][N:6]3[N:9]=2)[C:15](=[O:22])[N:16]([CH3:21])[CH:17]=1. The yield is 0.280. (5) The reactants are [Cl:1][C:2]1[CH:11]=[C:10]([Cl:12])[C:9]([N+:13]([O-])=O)=[CH:8][C:3]=1[C:4]([O:6][CH3:7])=[O:5]. The catalyst is CO.[Pt]. The product is [NH2:13][C:9]1[C:10]([Cl:12])=[CH:11][C:2]([Cl:1])=[C:3]([CH:8]=1)[C:4]([O:6][CH3:7])=[O:5]. The yield is 0.910.